Binary Classification. Given a drug SMILES string, predict its activity (active/inactive) in a high-throughput screening assay against a specified biological target. From a dataset of M1 muscarinic receptor antagonist screen with 61,756 compounds. (1) The result is 0 (inactive). The drug is O=c1[nH]c2c(cc1CN(Cc1ccccc1)C(=O)N(C)C)cccc2C. (2) The molecule is O=c1n(n(c(c1NC(=O)CC(=O)Nc1c(n(n(c1=O)c1ccccc1)C)C)C)C)c1ccccc1. The result is 0 (inactive).